Dataset: Peptide-MHC class I binding affinity with 185,985 pairs from IEDB/IMGT. Task: Regression. Given a peptide amino acid sequence and an MHC pseudo amino acid sequence, predict their binding affinity value. This is MHC class I binding data. (1) The peptide sequence is HRMNKILHY. The MHC is HLA-B73:01 with pseudo-sequence HLA-B73:01. The binding affinity (normalized) is 0.0847. (2) The MHC is HLA-A24:03 with pseudo-sequence HLA-A24:03. The binding affinity (normalized) is 0.0847. The peptide sequence is NLGDKQDTF. (3) The MHC is Mamu-B17 with pseudo-sequence Mamu-B17. The peptide sequence is LLSVYGIY. The binding affinity (normalized) is 0. (4) The peptide sequence is TPGPGVRYPL. The MHC is HLA-B40:02 with pseudo-sequence HLA-B40:02. The binding affinity (normalized) is 0.0364. (5) The peptide sequence is RRFFPYYVY. The binding affinity (normalized) is 0.196. The MHC is HLA-B27:03 with pseudo-sequence HLA-B27:03. (6) The peptide sequence is KPTGSASSL. The MHC is HLA-B35:01 with pseudo-sequence HLA-B35:01. The binding affinity (normalized) is 0.506.